From a dataset of Catalyst prediction with 721,799 reactions and 888 catalyst types from USPTO. Predict which catalyst facilitates the given reaction. (1) Reactant: C(O)C.Cl.[CH:5]1([C:8]2[CH:9]=[C:10]([C:30]([O:32]CC)=[O:31])[C:11](=[O:29])[N:12]3[C:17]=2[C:16]([CH3:18])=[C:15]([C:19]2[CH:20]=[C:21]4[C:25](=[CH:26][CH:27]=2)[CH:24]([CH3:28])[NH:23][CH2:22]4)[CH:14]=[CH:13]3)[CH2:7][CH2:6]1. Product: [CH:5]1([C:8]2[CH:9]=[C:10]([C:30]([OH:32])=[O:31])[C:11](=[O:29])[N:12]3[C:17]=2[C:16]([CH3:18])=[C:15]([C:19]2[CH:20]=[C:21]4[C:25](=[CH:26][CH:27]=2)[CH:24]([CH3:28])[NH:23][CH2:22]4)[CH:14]=[CH:13]3)[CH2:7][CH2:6]1. The catalyst class is: 1. (2) Reactant: [NH2:1][C:2]1[C:6]([C:7]([N:9]2[CH2:14][CH2:13][CH:12]([N:15]3[CH2:27][CH2:26][CH2:25][C:17]4([C:21](=[O:22])[O:20][C:19]([CH3:24])([CH3:23])[CH2:18]4)[CH2:16]3)[CH2:11][CH2:10]2)=[O:8])=[CH:5][N:4]([C:28]2[CH:33]=[CH:32][CH:31]=[CH:30][CH:29]=2)[N:3]=1.[CH2:34]([N:36]=[C:37]=[O:38])[CH3:35]. Product: [CH3:24][C:19]1([CH3:23])[CH2:18][C:17]2([CH2:25][CH2:26][CH2:27][N:15]([CH:12]3[CH2:13][CH2:14][N:9]([C:7]([C:6]4[C:2]([NH:1][C:37]([NH:36][CH2:34][CH3:35])=[O:38])=[N:3][N:4]([C:28]5[CH:29]=[CH:30][CH:31]=[CH:32][CH:33]=5)[CH:5]=4)=[O:8])[CH2:10][CH2:11]3)[CH2:16]2)[C:21](=[O:22])[O:20]1. The catalyst class is: 17. (3) Reactant: ClCC[C:4]([C:6]1[CH:11]=[CH:10][CH:9]=[CH:8][CH:7]=1)=O.BrBr.C(N)(C)(C)C.[CH3:19][CH:20]([NH:30][C:31]([CH3:34])([CH3:33])[CH3:32])[C:21]([C:23]1[CH:24]=[CH:25][CH:26]=[C:27]([Cl:29])[CH:28]=1)=[O:22]. Product: [CH3:19][CH:20]([NH:30][C:31]([CH3:32])([CH3:34])[CH3:33])[C:21]([C:23]1[CH:24]=[CH:25][CH:26]=[C:27]([Cl:29])[CH:28]=1)=[O:22].[C:6]1([CH3:4])[CH:11]=[CH:10][CH:9]=[CH:8][CH:7]=1. The catalyst class is: 2. (4) The catalyst class is: 16. Reactant: [F:1][C:2]([F:17])([S:13]([O-:16])(=[O:15])=[O:14])[C:3]([F:12])([F:11])[C:4]([F:10])([F:9])[C:5]([F:8])([F:7])[F:6].[OH:18][C:19]1[C:24]([CH3:25])=[CH:23][C:22]([S+:26]([C:37]2[CH:42]=[CH:41][C:40]([C:43]([CH3:46])([CH3:45])[CH3:44])=[CH:39][CH:38]=2)[C:27]2[CH:32]=[CH:31][C:30]([C:33]([CH3:36])([CH3:35])[CH3:34])=[CH:29][CH:28]=2)=[CH:21][C:20]=1[CH3:47].C(=O)([O-])[O-].[K+].[K+].CN(C)CCN(C)C.[CH:62]([O:64][CH2:65][CH2:66]Cl)=[CH2:63]. Product: [F:17][C:2]([F:1])([S:13]([O-:16])(=[O:15])=[O:14])[C:3]([F:11])([F:12])[C:4]([F:10])([F:9])[C:5]([F:8])([F:7])[F:6].[CH:62]([O:64][CH2:65][CH2:66][O:18][C:19]1[C:24]([CH3:25])=[CH:23][C:22]([S+:26]([C:27]2[CH:28]=[CH:29][C:30]([C:33]([CH3:36])([CH3:35])[CH3:34])=[CH:31][CH:32]=2)[C:37]2[CH:42]=[CH:41][C:40]([C:43]([CH3:46])([CH3:45])[CH3:44])=[CH:39][CH:38]=2)=[CH:21][C:20]=1[CH3:47])=[CH2:63]. (5) Reactant: [O:1]=[C:2]1[N:12]2[C:13]3[C:8]([CH:9]([CH2:14][N:15]4[CH2:20][CH2:19][CH:18]([NH:21]C(=O)OC(C)(C)C)[CH2:17][CH2:16]4)[CH2:10][CH2:11]2)=[CH:7][CH:6]=[CH:5][C:4]=3[S:3]1.C(O)(C(F)(F)F)=O. Product: [NH2:21][CH:18]1[CH2:19][CH2:20][N:15]([CH2:14][CH:9]2[C:8]3[C:13]4=[C:4]([S:3][C:2](=[O:1])[N:12]4[CH2:11][CH2:10]2)[CH:5]=[CH:6][CH:7]=3)[CH2:16][CH2:17]1. The catalyst class is: 4. (6) The catalyst class is: 30. Product: [Br:1][C:2]1[CH:3]=[CH:4][C:5]([CH2:8][NH:9][N:10]2[C:19]3[C:14](=[CH:15][CH:16]=[CH:17][CH:18]=3)[C:13]([OH:20])=[C:12]([C:21]3[NH:26][C:25]4[CH:27]=[CH:28][CH:29]=[CH:30][C:24]=4[S:23](=[O:31])(=[O:32])[N:22]=3)[C:11]2=[O:33])=[CH:6][CH:7]=1. Reactant: [Br:1][C:2]1[CH:7]=[CH:6][C:5]([CH:8]=[N:9][N:10]2[C:19]3[C:14](=[CH:15][CH:16]=[CH:17][CH:18]=3)[C:13]([OH:20])=[C:12]([C:21]3[NH:26][C:25]4[CH:27]=[CH:28][CH:29]=[CH:30][C:24]=4[S:23](=[O:32])(=[O:31])[N:22]=3)[C:11]2=[O:33])=[CH:4][CH:3]=1.CO.[BH4-].[Li+].Cl.